This data is from hERG potassium channel inhibition data for cardiac toxicity prediction from Karim et al.. The task is: Regression/Classification. Given a drug SMILES string, predict its toxicity properties. Task type varies by dataset: regression for continuous values (e.g., LD50, hERG inhibition percentage) or binary classification for toxic/non-toxic outcomes (e.g., AMES mutagenicity, cardiotoxicity, hepatotoxicity). Dataset: herg_karim. (1) The compound is C[C@@H]1Oc2ccc(-c3cccnc3F)cc2[C@]2(COC(=N)N2)C12COC2. The result is 0 (non-blocker). (2) The molecule is C1=C\COCc2cc(ccc2OCCN2CCCC2)Nc2nccc(n2)-c2ccnc(c2)OCC/1. The result is 1 (blocker). (3) The molecule is COc1cccc2cc(-c3nc(C4CCC(C(=O)O)CC4)n4ncnc(N)c34)[nH]c12. The result is 0 (non-blocker). (4) The molecule is O=S(=O)(c1ccc(C=Cc2ccc(F)cc2)nc1)c1cccc(F)c1. The result is 1 (blocker). (5) The molecule is CC1(C)CCc2cc(CN3CCC4(CC3)CCN(C(=O)c3ccc(N)cn3)CC4)ccc2O1. The result is 0 (non-blocker).